From a dataset of Full USPTO retrosynthesis dataset with 1.9M reactions from patents (1976-2016). Predict the reactants needed to synthesize the given product. (1) The reactants are: N1CCCCC1.[CH:7](=O)[CH2:8][CH2:9][CH2:10][CH2:11][CH2:12][CH2:13][CH3:14].[C:16]([CH2:24][C:25]([O:27][CH2:28][CH3:29])=[O:26])(=[O:23])[C:17]1[CH:22]=[CH:21][CH:20]=[CH:19][CH:18]=1. Given the product [CH2:28]([O:27][C:25](=[O:26])[C:24]([C:16](=[O:23])[C:17]1[CH:22]=[CH:21][CH:20]=[CH:19][CH:18]=1)=[CH:7][CH2:8][CH2:9][CH2:10][CH2:11][CH2:12][CH2:13][CH3:14])[CH3:29], predict the reactants needed to synthesize it. (2) Given the product [C:12]([NH:11][S:8]([C:5]1[CH:6]=[CH:7][C:2]([N:1]=[CH:20][C:19]2[CH:22]=[CH:23][C:24]([O:25][CH3:26])=[C:17]([F:16])[CH:18]=2)=[CH:3][CH:4]=1)(=[O:10])=[O:9])([CH3:15])([CH3:14])[CH3:13], predict the reactants needed to synthesize it. The reactants are: [NH2:1][C:2]1[CH:7]=[CH:6][C:5]([S:8]([NH:11][C:12]([CH3:15])([CH3:14])[CH3:13])(=[O:10])=[O:9])=[CH:4][CH:3]=1.[F:16][C:17]1[CH:18]=[C:19]([CH:22]=[CH:23][C:24]=1[O:25][CH3:26])[CH:20]=O. (3) Given the product [CH2:35]([O:34][C:20]1[C:19]([CH2:18][CH2:17][CH2:16][O:15][C:13]2[CH:12]=[CH:11][C:10]([CH2:37][CH2:38][C:39]([O:41][CH2:42][CH3:43])=[O:40])=[C:9]([OH:8])[CH:14]=2)=[CH:23][N:22]([C:24]2[CH:29]=[CH:28][C:27]([C:30]([F:31])([F:33])[F:32])=[CH:26][N:25]=2)[N:21]=1)[CH3:36], predict the reactants needed to synthesize it. The reactants are: C([O:8][C:9]1[CH:14]=[C:13]([O:15][CH2:16][CH2:17][CH2:18][C:19]2[C:20]([O:34][CH2:35][CH3:36])=[N:21][N:22]([C:24]3[CH:29]=[CH:28][C:27]([C:30]([F:33])([F:32])[F:31])=[CH:26][N:25]=3)[CH:23]=2)[CH:12]=[CH:11][C:10]=1[CH2:37][CH2:38][C:39]([O:41][CH2:42][CH3:43])=[O:40])C1C=CC=CC=1.O1CCCC1. (4) The reactants are: [C:1]([C:4]1[CH:11]=[CH:10][C:7]([CH:8]=[O:9])=[CH:6][CH:5]=1)([OH:3])=[O:2].[CH3:12][Si](Cl)(C)C. Given the product [CH3:12][O:2][C:1]([C:4]1[CH:11]=[CH:10][C:7]([CH:8]=[O:9])=[CH:6][CH:5]=1)=[O:3], predict the reactants needed to synthesize it.